This data is from Reaction yield outcomes from USPTO patents with 853,638 reactions. The task is: Predict the reaction yield, written as a fraction of the theoretical maximum amount of product (1.0 means a 100% yield; for example, 0.34 means a 34% yield). The reactants are [N:1]1[CH:6]=[CH:5][CH:4]=[C:3]([C:7]2[CH:14]=[CH:13][CH:12]=[CH:11][C:8]=2[CH:9]=[O:10])[CH:2]=1.[BH4-].[Na+].Cl. The catalyst is CO. The product is [N:1]1[CH:6]=[CH:5][CH:4]=[C:3]([C:7]2[CH:14]=[CH:13][CH:12]=[CH:11][C:8]=2[CH2:9][OH:10])[CH:2]=1. The yield is 0.940.